From a dataset of Reaction yield outcomes from USPTO patents with 853,638 reactions. Predict the reaction yield, written as a fraction of the theoretical maximum amount of product (1.0 means a 100% yield; for example, 0.34 means a 34% yield). (1) The reactants are [CH3:1][C:2]1[CH:7]=[C:6]([CH3:8])[CH:5]=[C:4]([CH3:9])[C:3]=1[NH:10][C:11]1[C:16]([N+:17]([O-])=O)=[CH:15][N:14]=[C:13]([NH:20][C:21]2[CH:28]=[CH:27][C:24]([C:25]#[N:26])=[CH:23][CH:22]=2)[N:12]=1.NN. The catalyst is [Pd].C(O)C. The product is [NH2:17][C:16]1[C:11]([NH:10][C:3]2[C:2]([CH3:1])=[CH:7][C:6]([CH3:8])=[CH:5][C:4]=2[CH3:9])=[N:12][C:13]([NH:20][C:21]2[CH:28]=[CH:27][C:24]([C:25]#[N:26])=[CH:23][CH:22]=2)=[N:14][CH:15]=1. The yield is 0.700. (2) The reactants are [CH:1]1[C:10]2[C:5](=[CH:6][CH:7]=[CH:8][CH:9]=2)[CH:4]=[CH:3][C:2]=1[NH:11][S:12]([C:15]1[CH:16]=[C:17]([CH:21]=[CH:22][C:23]([OH:25])=O)[CH:18]=[CH:19][CH:20]=1)(=[O:14])=[O:13].[Cl:26]CCl. The catalyst is CN(C)C=O. The product is [CH:1]1[C:10]2[C:5](=[CH:6][CH:7]=[CH:8][CH:9]=2)[CH:4]=[CH:3][C:2]=1[NH:11][S:12]([C:15]1[CH:16]=[C:17]([CH:21]=[CH:22][C:23]([Cl:26])=[O:25])[CH:18]=[CH:19][CH:20]=1)(=[O:14])=[O:13]. The yield is 0.950.